This data is from Full USPTO retrosynthesis dataset with 1.9M reactions from patents (1976-2016). The task is: Predict the reactants needed to synthesize the given product. Given the product [CH3:14][O:13][C:10]1[CH:11]=[C:12]2[C:7]([CH2:6][CH2:5][NH:4]2)=[CH:8][C:9]=1[N+:15]([O-:17])=[O:16], predict the reactants needed to synthesize it. The reactants are: C([N:4]1[C:12]2[C:7](=[CH:8][CH:9]=[C:10]([O:13][CH3:14])[CH:11]=2)[CH2:6][CH2:5]1)(=O)C.[N+:15]([O-])([OH:17])=[O:16].Cl.